Dataset: Full USPTO retrosynthesis dataset with 1.9M reactions from patents (1976-2016). Task: Predict the reactants needed to synthesize the given product. (1) Given the product [OH:26][C:27]([CH3:34])([CH2:32][CH3:33])[CH2:28][C:29]([NH:8][C:9]1[CH:10]=[C:11]2[C:16](=[CH:17][CH:18]=1)[CH2:15][N:14]([C:19]([O:21][C:22]([CH3:25])([CH3:24])[CH3:23])=[O:20])[CH2:13][CH2:12]2)=[O:30], predict the reactants needed to synthesize it. The reactants are: C(N(CC)CC)C.[NH2:8][C:9]1[CH:10]=[C:11]2[C:16](=[CH:17][CH:18]=1)[CH2:15][N:14]([C:19]([O:21][C:22]([CH3:25])([CH3:24])[CH3:23])=[O:20])[CH2:13][CH2:12]2.[OH:26][C:27]([CH3:34])([CH2:32][CH3:33])[CH2:28][C:29](O)=[O:30].O=C1N([ClH]P([ClH]N2CCOC2=O)=O)CCO1. (2) The reactants are: [Cl:1][C:2]1[CH:7]=[CH:6][CH:5]=[CH:4][C:3]=1[CH2:8][N:9]1[CH:13]=[C:12]([C:14]2[CH:19]=[C:18]([C:20]([NH2:22])=O)[CH:17]=[CH:16][N:15]=2)[N:11]=[CH:10]1.N1C=CC=CC=1.FC(F)(F)C(OC(=O)C(F)(F)F)=O.O. Given the product [Cl:1][C:2]1[CH:7]=[CH:6][CH:5]=[CH:4][C:3]=1[CH2:8][N:9]1[CH:13]=[C:12]([C:14]2[CH:19]=[C:18]([C:20]#[N:22])[CH:17]=[CH:16][N:15]=2)[N:11]=[CH:10]1, predict the reactants needed to synthesize it. (3) Given the product [CH3:1][O:2][N:3]=[C:4]1[C:12]2[C:7](=[C:8]([O:15][CH3:14])[N:9]=[CH:10][CH:11]=2)[O:6][CH2:5]1, predict the reactants needed to synthesize it. The reactants are: [CH3:1][O:2][N:3]=[C:4]1[C:12]2[C:7](=[C:8](Cl)[N:9]=[CH:10][CH:11]=2)[O:6][CH2:5]1.[CH3:14][O-:15].[Na+]. (4) Given the product [F:32][C:33]1[CH:34]=[C:35]([CH:36]=[CH:37][C:38]=1[F:39])[CH2:40][O:41][C:2]1[CH:7]=[C:6]([F:8])[CH:5]=[CH:4][C:3]=1[C:9]1[N:14]=[CH:13][N:12]=[C:11]([NH:15][C:16]2[CH:31]=[CH:30][CH:29]=[C:18]([CH2:19][S:20]([CH3:22])(=[NH:23])=[O:21])[CH:17]=2)[N:10]=1, predict the reactants needed to synthesize it. The reactants are: F[C:2]1[CH:7]=[C:6]([F:8])[CH:5]=[CH:4][C:3]=1[C:9]1[N:14]=[CH:13][N:12]=[C:11]([NH:15][C:16]2[CH:17]=[C:18]([CH:29]=[CH:30][CH:31]=2)[CH2:19][S:20](=[N:23]C(=O)OCC)([CH3:22])=[O:21])[N:10]=1.[F:32][C:33]1[CH:34]=[C:35]([CH2:40][OH:41])[CH:36]=[CH:37][C:38]=1[F:39]. (5) Given the product [N+:11]([C:7]1[CH:6]=[C:5]([C:14]2[N:18]([C:19]3[CH:24]=[CH:23][C:22]([C:25]([F:28])([F:27])[F:26])=[CH:21][N:20]=3)[CH:17]=[N:16][CH:15]=2)[CH:4]=[C:3]([OH:2])[C:8]=1[OH:9])([O-:13])=[O:12], predict the reactants needed to synthesize it. The reactants are: C[O:2][C:3]1[CH:4]=[C:5]([C:14]2[N:18]([C:19]3[CH:24]=[CH:23][C:22]([C:25]([F:28])([F:27])[F:26])=[CH:21][N:20]=3)[CH:17]=[N:16][CH:15]=2)[CH:6]=[C:7]([N+:11]([O-:13])=[O:12])[C:8]=1[O:9]C. (6) Given the product [Cl:1][C:2]1[CH:10]=[C:9]2[C:5]([CH2:6][CH2:7][N:8]2[C:11]2[C:16]3[NH:17][C:19]([OH:25])=[CH:18][C:15]=3[N:14]=[CH:13][N:12]=2)=[CH:4][CH:3]=1, predict the reactants needed to synthesize it. The reactants are: [Cl:1][C:2]1[CH:10]=[C:9]2[C:5]([CH2:6][CH2:7][N:8]2[C:11]2[C:16]([NH2:17])=[C:15]([C:18](=O)[CH2:19]C)[N:14]=[CH:13][N:12]=2)=[CH:4][CH:3]=1.Cl.C([OH:25])C. (7) Given the product [Cl:1][C:2]1[CH:10]=[C:9]2[C:5]([C:6]([C:11]([OH:31])=[O:12])=[CH:7][NH:8]2)=[CH:4][C:3]=1[C:13]1[CH:14]=[N:15][C:16]([N:19]2[CH2:24][CH2:23][O:22][CH2:21][CH2:20]2)=[N:17][CH:18]=1, predict the reactants needed to synthesize it. The reactants are: [Cl:1][C:2]1[CH:10]=[C:9]2[C:5]([C:6]([CH:11]=[O:12])=[CH:7][NH:8]2)=[CH:4][C:3]=1[C:13]1[CH:14]=[N:15][C:16]([N:19]2[CH2:24][CH2:23][O:22][CH2:21][CH2:20]2)=[N:17][CH:18]=1.CC(=CC)C.Cl([O-])=[O:31].[Na+].O.O.OP([O-])(O)=O.[Na+]. (8) Given the product [Br:48][C:49]1[CH:50]=[C:51]([S:55][C:56]2[C:61]([O:14][CH2:13][CH2:12][CH2:11][C:10]3[CH:9]=[CH:8][N:7]=[CH:6][C:5]=3[OH:4])=[CH:60][CH:59]=[CH:58][N:57]=2)[CH:52]=[CH:53][CH:54]=1, predict the reactants needed to synthesize it. The reactants are: COC[O:4][C:5]1[CH:6]=[N:7][CH:8]=[CH:9][C:10]=1[CH2:11][CH2:12][CH2:13][OH:14].C1(P(C2C=CC=CC=2)C2C=CC=CC=2)C=CC=CC=1.N(C(OC(C)C)=O)=NC(OC(C)C)=O.[Br:48][C:49]1[CH:50]=[C:51]([S:55][C:56]2[C:61](O)=[CH:60][CH:59]=[CH:58][N:57]=2)[CH:52]=[CH:53][CH:54]=1.